From a dataset of Forward reaction prediction with 1.9M reactions from USPTO patents (1976-2016). Predict the product of the given reaction. (1) Given the reactants [C:1]1([C:7]2[CH:8]=[C:9]([CH:13]=[CH:14][CH:15]=2)[C:10]([OH:12])=O)[CH:6]=[CH:5][CH:4]=[CH:3][CH:2]=1.[CH2:16]([NH2:21])[CH2:17][CH:18]([CH3:20])[CH3:19], predict the reaction product. The product is: [CH2:16]([NH:21][C:10](=[O:12])[C:9]1[CH:13]=[CH:14][CH:15]=[C:7]([C:1]2[CH:2]=[CH:3][CH:4]=[CH:5][CH:6]=2)[CH:8]=1)[CH2:17][CH:18]([CH3:20])[CH3:19]. (2) Given the reactants [C:1](Cl)(=O)C(Cl)=O.[CH2:7]([C@:14]1([CH2:20][C:21]([OH:23])=[O:22])[CH2:18][CH2:17][C@@H:16]([CH3:19])[CH2:15]1)[C:8]1[CH:13]=[CH:12][CH:11]=[CH:10][CH:9]=1.CN(C)C=O.C(N([CH:35]([CH3:37])[CH3:36])CC)(C)C, predict the reaction product. The product is: [C:35]([O:22][C:21](=[O:23])[CH2:20][C@@:14]1([CH2:7][C:8]2[CH:13]=[CH:12][CH:11]=[CH:10][CH:9]=2)[CH2:18][CH2:17][C@@H:16]([CH3:19])[CH2:15]1)([CH3:37])([CH3:1])[CH3:36].